Dataset: Forward reaction prediction with 1.9M reactions from USPTO patents (1976-2016). Task: Predict the product of the given reaction. (1) Given the reactants [CH2:1]([C:4]1[CH:9]=[CH:8][C:7]([C:10]2[Se:11][CH:12]=[CH:13][CH:14]=2)=[CH:6][CH:5]=1)[CH2:2][CH3:3].[Li][CH2:16]CCC.CI.[Cl-].[NH4+].N, predict the reaction product. The product is: [CH3:16][C:12]1[Se:11][C:10]([C:7]2[CH:8]=[CH:9][C:4]([CH2:1][CH2:2][CH3:3])=[CH:5][CH:6]=2)=[CH:14][CH:13]=1. (2) Given the reactants [CH2:1]([O:5][CH2:6][CH2:7][O:8][C:9]1[CH:14]=[CH:13][C:12]([C:15]2[CH:16]=[C:17]3[C:22](=[C:23](/[CH:25]=[CH:26]/[C:27]([O:29]CC)=[O:28])[CH:24]=2)[N:21]([CH3:32])[CH2:20][CH2:19][CH2:18]3)=[CH:11][CH:10]=1)[CH2:2][CH2:3][CH3:4].[OH-].[Na+].Cl, predict the reaction product. The product is: [CH2:1]([O:5][CH2:6][CH2:7][O:8][C:9]1[CH:14]=[CH:13][C:12]([C:15]2[CH:16]=[C:17]3[C:22](=[C:23](/[CH:25]=[CH:26]/[C:27]([OH:29])=[O:28])[CH:24]=2)[N:21]([CH3:32])[CH2:20][CH2:19][CH2:18]3)=[CH:11][CH:10]=1)[CH2:2][CH2:3][CH3:4].